This data is from NCI-60 drug combinations with 297,098 pairs across 59 cell lines. The task is: Regression. Given two drug SMILES strings and cell line genomic features, predict the synergy score measuring deviation from expected non-interaction effect. Drug 1: C(=O)(N)NO. Drug 2: CN(CC1=CN=C2C(=N1)C(=NC(=N2)N)N)C3=CC=C(C=C3)C(=O)NC(CCC(=O)O)C(=O)O. Cell line: SK-MEL-28. Synergy scores: CSS=10.3, Synergy_ZIP=-7.24, Synergy_Bliss=-5.39, Synergy_Loewe=-25.4, Synergy_HSA=-4.45.